Dataset: Forward reaction prediction with 1.9M reactions from USPTO patents (1976-2016). Task: Predict the product of the given reaction. The product is: [Cl:1][C:2]1[C:7]([C:8]2[CH:16]=[CH:15][C:14]3[N:13]([C:24]([C:27]#[N:28])=[CH:25][N:26]=3)[CH:9]=2)=[CH:6][CH:5]=[CH:4][N:3]=1. Given the reactants [Cl:1][C:2]1[C:7]([C:8]2[CH:9]=C3[C:14](=[CH:15][CH:16]=2)[NH:13]N=C3)=[CH:6][CH:5]=[CH:4][N:3]=1.BrC1C=CC2N([C:24]([C:27]#[N:28])=[CH:25][N:26]=2)C=1.ClC1C(B2OC(C)(C)C(C)(C)O2)=CC=CN=1.C([O-])([O-])=O.[Na+].[Na+], predict the reaction product.